This data is from Full USPTO retrosynthesis dataset with 1.9M reactions from patents (1976-2016). The task is: Predict the reactants needed to synthesize the given product. (1) Given the product [Cl:27][C:24]1[CH:25]=[CH:26][C:21]([N:14]2[C:13](=[O:28])[C:12]3[C:17](=[C:8]4[C:7](=[O:29])[CH2:6][CH2:5][NH:4][C:9]4=[CH:10][CH:11]=3)[N:16]=[C:15]2[CH:18]([CH3:20])[CH3:19])=[CH:22][CH:23]=1, predict the reactants needed to synthesize it. The reactants are: C([N:4]1[C:9]2=[CH:10][CH:11]=[C:12]3[C:17]([N:16]=[C:15]([CH:18]([CH3:20])[CH3:19])[N:14]([C:21]4[CH:26]=[CH:25][C:24]([Cl:27])=[CH:23][CH:22]=4)[C:13]3=[O:28])=[C:8]2[C:7](=[O:29])[CH2:6][CH2:5]1)(=O)C.[OH-].[K+]. (2) Given the product [CH3:1][C:2]1[CH:11]=[C:10]([N:12]2[CH2:16][CH2:15][CH2:14][CH2:13]2)[C:9]2[C:4](=[CH:5][C:6]([O:17][C:19]3[CH:26]=[CH:25][C:22]([C:23]#[N:24])=[CH:21][CH:20]=3)=[CH:7][CH:8]=2)[N:3]=1, predict the reactants needed to synthesize it. The reactants are: [CH3:1][C:2]1[CH:11]=[C:10]([N:12]2[CH2:16][CH2:15][CH2:14][CH2:13]2)[C:9]2[C:4](=[CH:5][C:6]([OH:17])=[CH:7][CH:8]=2)[N:3]=1.Br[C:19]1[CH:26]=[CH:25][C:22]([C:23]#[N:24])=[CH:21][CH:20]=1. (3) Given the product [ClH:1].[CH3:14][N:15]([CH3:11])[CH2:16][CH2:3][C:2]([C:5]1[CH:10]=[CH:9][CH:8]=[CH:7][CH:6]=1)=[O:4], predict the reactants needed to synthesize it. The reactants are: [ClH:1].[C:2]([C:5]1[CH:10]=[CH:9][CH:8]=[CH:7][CH:6]=1)(=[O:4])[CH3:3].[CH2:11]=O.Cl.[CH3:14][NH:15][CH3:16].